The task is: Predict the product of the given reaction.. This data is from Forward reaction prediction with 1.9M reactions from USPTO patents (1976-2016). (1) Given the reactants [Cl:1][C:2]1[CH:3]=[C:4](/[CH:17]=[CH:18]/[C:19]([N:21]2[CH2:26][CH2:25][N:24]([CH2:27][C:28]3[CH:33]=[CH:32][C:31]([CH2:34][CH2:35][O:36][C:37]4[CH:42]=[CH:41][C:40]([CH3:43])=[CH:39][CH:38]=4)=[CH:30][CH:29]=3)[CH2:23][CH2:22]2)=[O:20])[CH:5]=[C:6]([CH3:16])[C:7]=1[O:8][C:9]1[CH:14]=[CH:13][C:12]([OH:15])=[CH:11][N:10]=1.[Cl:44][C:45]1[CH:52]=[CH:51][C:48]([CH2:49]Cl)=[CH:47][CH:46]=1.[H-].[Na+], predict the reaction product. The product is: [Cl:1][C:2]1[CH:3]=[C:4](/[CH:17]=[CH:18]/[C:19]([N:21]2[CH2:22][CH2:23][N:24]([CH2:27][C:28]3[CH:33]=[CH:32][C:31]([CH2:34][CH2:35][O:36][C:37]4[CH:42]=[CH:41][C:40]([CH3:43])=[CH:39][CH:38]=4)=[CH:30][CH:29]=3)[CH2:25][CH2:26]2)=[O:20])[CH:5]=[C:6]([CH3:16])[C:7]=1[O:8][C:9]1[CH:14]=[CH:13][C:12]([O:15][CH2:49][C:48]2[CH:51]=[CH:52][C:45]([Cl:44])=[CH:46][CH:47]=2)=[CH:11][N:10]=1. (2) Given the reactants Cl.[Cl:2][C:3]1[CH:15]=[CH:14][C:6]([O:7][CH:8]2[CH2:13][CH2:12][NH:11][CH2:10][CH2:9]2)=[CH:5][CH:4]=1.[C:16]([C:20]1[CH:21]=[C:22]([C:29](O)=[O:30])[CH:23]=[C:24]([CH:28]=1)[C:25]([OH:27])=[O:26])([CH3:19])([CH3:18])[CH3:17].C(N(CC)C(C)C)(C)C.CN(C(ON1N=NC2C=CC=CC1=2)=[N+](C)C)C.F[P-](F)(F)(F)(F)F, predict the reaction product. The product is: [C:16]([C:20]1[CH:28]=[C:24]([CH:23]=[C:22]([C:29]([N:11]2[CH2:10][CH2:9][CH:8]([O:7][C:6]3[CH:14]=[CH:15][C:3]([Cl:2])=[CH:4][CH:5]=3)[CH2:13][CH2:12]2)=[O:30])[CH:21]=1)[C:25]([OH:27])=[O:26])([CH3:19])([CH3:17])[CH3:18]. (3) The product is: [Cl:32][C:33]1[CH:38]=[C:37]([Cl:39])[CH:36]=[CH:35][C:34]=1[C:40]1[N:41]=[C:42]([CH2:65][CH3:66])[C:43]([NH:48][C@H:49]2[C@@H:53]([O:54][CH2:69][CH2:68][F:67])[CH2:52][N:51]([C:55]([O:57][CH2:58][C:59]3[CH:60]=[CH:61][CH:62]=[CH:63][CH:64]=3)=[O:56])[CH2:50]2)=[N:44][C:45]=1[CH2:46][CH3:47]. Given the reactants ClC1C=C(Cl)C=CC=1C1N=C(CC)C(N[C@@H]2C3C(=CC=CC=3)C[C@@H]2OCC)=NC=1CC.[Cl:32][C:33]1[CH:38]=[C:37]([Cl:39])[CH:36]=[CH:35][C:34]=1[C:40]1[N:41]=[C:42]([CH2:65][CH3:66])[C:43]([NH:48][C@H:49]2[C@@H:53]([OH:54])[CH2:52][N:51]([C:55]([O:57][CH2:58][C:59]3[CH:64]=[CH:63][CH:62]=[CH:61][CH:60]=3)=[O:56])[CH2:50]2)=[N:44][C:45]=1[CH2:46][CH3:47].[F:67][CH2:68][CH2:69]Br, predict the reaction product. (4) The product is: [C:20]([C:8]1[CH:9]=[N:10][C:11]2[CH2:12][C:13]3[C:14]([N:17]=[CH:18][N:19]=3)=[CH:15][C:16]=2[C:7]=1[N:6]([C:5]1[CH:4]=[CH:3][C:24]([O:25][C:26]2[CH:32]=[CH:31][CH:30]=[CH:39][CH:38]=2)=[CH:23][CH:22]=1)[CH:57]=[O:59])#[N:21]. Given the reactants CO[C:3]1[CH:4]=[C:5]([CH:22]=[C:23](OC)[C:24]=1[O:25][CH3:26])[NH:6][C:7]1[C:16]2[CH:15]=[C:14]3[N:17]=[CH:18][N:19]=[C:13]3[CH2:12][C:11]=2[N:10]=[CH:9][C:8]=1[C:20]#[N:21].N[C:30]1[CH:31]=[C:32]2C(=[CH:38][C:39]=1N)N=CC(C#N)=C2N[C:30]1[CH:39]=[CH:38]C(O[C:30]2[CH:39]=[CH:38]C=[CH:32][CH:31]=2)=[CH:32][CH:31]=1.[C:57](OC(OCC)OCC)(=[O:59])C, predict the reaction product.